Dataset: Forward reaction prediction with 1.9M reactions from USPTO patents (1976-2016). Task: Predict the product of the given reaction. (1) Given the reactants Br[CH2:2][C:3]1[CH:12]=[CH:11][CH:10]=[C:9]([N+:13]([O-:15])=[O:14])[C:4]=1[C:5](OC)=[O:6].[CH3:16][NH2:17].C(Cl)Cl.CCOC(C)=O, predict the reaction product. The product is: [CH3:16][N:17]1[CH2:2][C:3]2[C:4](=[C:9]([N+:13]([O-:15])=[O:14])[CH:10]=[CH:11][CH:12]=2)[C:5]1=[O:6]. (2) Given the reactants [Cl:1][C:2]1[N:3]=[CH:4][NH:5][C:6]=1[Cl:7].[OH-].[K+].[Br:10][CH2:11][CH3:12].[K+].[Br-].BrCC[C:18]1[C:27]2[C:22](=[CH:23][CH:24]=[CH:25][CH:26]=2)[CH:21]=[CH:20][CH:19]=1, predict the reaction product. The product is: [Br-:10].[CH2:26]([N+:3]1[C:2]([Cl:1])=[C:6]([Cl:7])[N:5]([C:26]2[C:27]3[C:22](=[CH:21][CH:20]=[CH:19][CH:18]=3)[CH:23]=[CH:24][C:25]=2[CH2:11][CH3:12])[CH:4]=1)[CH2:27][CH2:18][CH2:19][CH2:20][CH2:21][CH2:22][CH3:23].